Dataset: Catalyst prediction with 721,799 reactions and 888 catalyst types from USPTO. Task: Predict which catalyst facilitates the given reaction. (1) Reactant: [C:1]([CH2:3][CH:4]([C:12]1[CH:13]=[C:14]([CH:19]=[CH:20][CH:21]=1)[C:15]([NH:17][CH3:18])=[O:16])[C:5]1[CH:10]=[CH:9][C:8]([F:11])=[CH:7][CH:6]=1)#[N:2].[H-].[H-].[H-].[H-].[Li+].[Al+3]. Product: [NH2:2][CH2:1][CH2:3][CH:4]([C:12]1[CH:13]=[C:14]([CH:19]=[CH:20][CH:21]=1)[C:15]([NH:17][CH3:18])=[O:16])[C:5]1[CH:6]=[CH:7][C:8]([F:11])=[CH:9][CH:10]=1. The catalyst class is: 1. (2) Reactant: [CH:1]([C:4]1[N:8]=[C:7]([N:9]2[CH2:14][CH2:13][CH:12]([C@H:15]([CH3:23])[CH2:16][CH2:17][O:18]S(C)(=O)=O)[CH2:11][CH2:10]2)[O:6][N:5]=1)([CH3:3])[CH3:2].[Cl:24][C:25]1[N:30]=[C:29]([CH3:31])[C:28](O)=[CH:27][N:26]=1.C(=O)([O-])[O-].[K+].[K+]. Product: [Cl:24][C:25]1[N:30]=[C:29]([CH3:31])[C:28]([O:18][CH2:17][CH2:16][C@H:15]([CH:12]2[CH2:13][CH2:14][N:9]([C:7]3[O:6][N:5]=[C:4]([CH:1]([CH3:3])[CH3:2])[N:8]=3)[CH2:10][CH2:11]2)[CH3:23])=[CH:27][N:26]=1. The catalyst class is: 3. (3) Reactant: [CH2:1]([C:3]1[N:4]=[CH:5][C:6]([N:9]2[CH2:14][CH2:13][CH:12]([OH:15])[CH2:11][CH2:10]2)=[N:7][CH:8]=1)[CH3:2].CC(OI1(OC(C)=O)(OC(C)=O)OC(=O)C2C=CC=CC1=2)=O. Product: [CH2:1]([C:3]1[N:4]=[CH:5][C:6]([N:9]2[CH2:14][CH2:13][C:12](=[O:15])[CH2:11][CH2:10]2)=[N:7][CH:8]=1)[CH3:2]. The catalyst class is: 4. (4) Reactant: Cl.[O:2]=[C:3]1[CH2:8][NH:7][CH:6]([C:9]2[CH:14]=[CH:13][CH:12]=[CH:11][CH:10]=2)[CH2:5][N:4]1[C:15]1([C:18]([OH:20])=O)[CH2:17][CH2:16]1.[NH2:21][C:22]1[CH:23]=[C:24]2[CH2:40][C:29]3([O:34][C:33]4[CH:35]=[CH:36][CH:37]=[N:38][C:32]=4[NH:31][C:30]3=[S:39])[CH2:28][C:25]2=[N:26][CH:27]=1.CN(C(ON1N=NC2C=CC=NC1=2)=[N+](C)C)C.F[P-](F)(F)(F)(F)F.CN1CCOCC1. Product: [O:2]=[C:3]1[CH2:8][NH:7][CH:6]([C:9]2[CH:10]=[CH:11][CH:12]=[CH:13][CH:14]=2)[CH2:5][N:4]1[C:15]1([C:18]([NH:21][C:22]2[CH:23]=[C:24]3[CH2:40][C:29]4([O:34][C:33]5[CH:35]=[CH:36][CH:37]=[N:38][C:32]=5[NH:31][C:30]4=[S:39])[CH2:28][C:25]3=[N:26][CH:27]=2)=[O:20])[CH2:16][CH2:17]1. The catalyst class is: 3. (5) Reactant: [C:1]([C:5]1[CH:10]=[CH:9][C:8]([OH:11])=[CH:7][CH:6]=1)([CH3:4])([CH3:3])[CH3:2].C1(C)C=CC(S(O)(=O)=O)=CC=1.[CH3:23][O:24][C:25]1[CH:33]=[CH:32][C:28]([C:29]([CH3:31])=[CH2:30])=[CH:27][CH:26]=1. Product: [CH3:23][O:24][C:25]1[CH:33]=[CH:32][C:28]([C:29]([C:9]2[CH:10]=[C:5]([C:1]([CH3:3])([CH3:2])[CH3:4])[CH:6]=[CH:7][C:8]=2[OH:11])([CH3:31])[CH3:30])=[CH:27][CH:26]=1. The catalyst class is: 11. (6) Reactant: Cl[CH:2]([C:12]1[CH:17]=[C:16]([CH:18]2[C@H:23]([O:24][CH2:25][C:26]3[CH:31]=[CH:30][CH:29]=[CH:28][CH:27]=3)[C@@H:22]([O:32][CH2:33][C:34]3[CH:39]=[CH:38][CH:37]=[CH:36][CH:35]=3)[C@H:21]([O:40][CH2:41][C:42]3[CH:47]=[CH:46][CH:45]=[CH:44][CH:43]=3)[C@@H:20]([CH2:48][O:49][CH2:50][C:51]3[CH:56]=[CH:55][CH:54]=[CH:53][CH:52]=3)[O:19]2)[CH:15]=[CH:14][C:13]=1[Cl:57])[C:3]1[N:4]=[N:5][C:6]([O:9][CH2:10][CH3:11])=[CH:7][CH:8]=1.CC(N=NC(C#N)(C)C)(C#N)C.C([SnH](CCCC)CCCC)CCC. Product: [Cl:57][C:13]1[CH:14]=[CH:15][C:16]([CH:18]2[C@H:23]([O:24][CH2:25][C:26]3[CH:31]=[CH:30][CH:29]=[CH:28][CH:27]=3)[C@@H:22]([O:32][CH2:33][C:34]3[CH:39]=[CH:38][CH:37]=[CH:36][CH:35]=3)[C@H:21]([O:40][CH2:41][C:42]3[CH:43]=[CH:44][CH:45]=[CH:46][CH:47]=3)[C@@H:20]([CH2:48][O:49][CH2:50][C:51]3[CH:52]=[CH:53][CH:54]=[CH:55][CH:56]=3)[O:19]2)=[CH:17][C:12]=1[CH2:2][C:3]1[N:4]=[N:5][C:6]([O:9][CH2:10][CH3:11])=[CH:7][CH:8]=1. The catalyst class is: 11. (7) Reactant: C1(C)C=CC(S([CH2:10][N+:11]#[C-:12])(=O)=O)=CC=1.C(=O)([O-])[O-].[K+].[K+].CO.[CH3:22][C:23]1[CH:42]=[CH:41][C:40]([CH3:43])=[CH:39][C:24]=1[O:25][CH2:26][C:27]1[CH:32]=[CH:31][CH:30]=[CH:29][C:28]=1[C:33](=[N:36][O:37][CH3:38])[CH:34]=[O:35]. Product: [CH3:38][O:37][N:36]=[C:33]([C:34]1[O:35][CH:12]=[N:11][CH:10]=1)[C:28]1[CH:29]=[CH:30][CH:31]=[CH:32][C:27]=1[CH2:26][O:25][C:24]1[CH:39]=[C:40]([CH3:43])[CH:41]=[CH:42][C:23]=1[CH3:22]. The catalyst class is: 28. (8) Reactant: [Cl:1][C:2]1[CH:3]=[C:4]([CH:32]=[CH:33][C:34]=1[Cl:35])[CH2:5][CH:6]1[C:15]2[C:10](=[CH:11][CH:12]=[C:13]([CH2:16][NH:17][S:18]([CH2:21][CH2:22][CH3:23])(=[O:20])=[O:19])[CH:14]=2)[CH2:9][CH2:8][CH:7]1[NH:24]C(=O)OC(C)(C)C. Product: [ClH:1].[NH2:24][CH:7]1[CH:6]([CH2:5][C:4]2[CH:32]=[CH:33][C:34]([Cl:35])=[C:2]([Cl:1])[CH:3]=2)[C:15]2[CH:14]=[C:13]([CH2:16][NH:17][S:18]([CH2:21][CH2:22][CH3:23])(=[O:20])=[O:19])[CH:12]=[CH:11][C:10]=2[CH2:9][CH2:8]1. The catalyst class is: 33. (9) Reactant: [CH3:1][N:2]1[C:7](=[O:8])[C:6]([CH3:9])=[CH:5][C:4]([C:10]([OH:12])=O)=[CH:3]1.[CH2:13]([NH:20][C:21]1[C:22]([NH2:34])=[CH:23][CH:24]=[C:25]([N:27]2[CH2:32][CH2:31][N:30]([CH3:33])[CH2:29][CH2:28]2)[CH:26]=1)[C:14]1[CH:19]=[CH:18][CH:17]=[CH:16][CH:15]=1.C(N(CC)CC)C. Product: [CH2:13]([NH:20][C:21]1[CH:26]=[C:25]([N:27]2[CH2:32][CH2:31][N:30]([CH3:33])[CH2:29][CH2:28]2)[CH:24]=[CH:23][C:22]=1[NH:34][C:10]([C:4]1[CH:5]=[C:6]([CH3:9])[C:7](=[O:8])[N:2]([CH3:1])[CH:3]=1)=[O:12])[C:14]1[CH:15]=[CH:16][CH:17]=[CH:18][CH:19]=1. The catalyst class is: 1.